Dataset: NCI-60 drug combinations with 297,098 pairs across 59 cell lines. Task: Regression. Given two drug SMILES strings and cell line genomic features, predict the synergy score measuring deviation from expected non-interaction effect. (1) Drug 1: CC1=CC=C(C=C1)C2=CC(=NN2C3=CC=C(C=C3)S(=O)(=O)N)C(F)(F)F. Drug 2: N.N.Cl[Pt+2]Cl. Cell line: M14. Synergy scores: CSS=23.9, Synergy_ZIP=-6.32, Synergy_Bliss=-3.00, Synergy_Loewe=-17.4, Synergy_HSA=-5.66. (2) Drug 1: C1=NC2=C(N=C(N=C2N1C3C(C(C(O3)CO)O)O)F)N. Drug 2: C1CNP(=O)(OC1)N(CCCl)CCCl. Cell line: U251. Synergy scores: CSS=3.24, Synergy_ZIP=-3.19, Synergy_Bliss=-5.69, Synergy_Loewe=-0.603, Synergy_HSA=-4.10. (3) Drug 2: CC12CCC3C(C1CCC2O)C(CC4=C3C=CC(=C4)O)CCCCCCCCCS(=O)CCCC(C(F)(F)F)(F)F. Cell line: SF-295. Synergy scores: CSS=7.34, Synergy_ZIP=-2.44, Synergy_Bliss=-3.40, Synergy_Loewe=-5.28, Synergy_HSA=-4.05. Drug 1: C1C(C(OC1N2C=NC3=C(N=C(N=C32)Cl)N)CO)O. (4) Drug 1: CC12CCC3C(C1CCC2=O)CC(=C)C4=CC(=O)C=CC34C. Cell line: IGROV1. Synergy scores: CSS=3.25, Synergy_ZIP=-9.11, Synergy_Bliss=-13.3, Synergy_Loewe=-34.8, Synergy_HSA=-16.3. Drug 2: C(CN)CNCCSP(=O)(O)O. (5) Drug 1: CN(C)C1=NC(=NC(=N1)N(C)C)N(C)C. Drug 2: C1C(C(OC1N2C=NC3=C(N=C(N=C32)Cl)N)CO)O. Cell line: RXF 393. Synergy scores: CSS=1.95, Synergy_ZIP=0.451, Synergy_Bliss=1.95, Synergy_Loewe=-27.4, Synergy_HSA=-1.19. (6) Synergy scores: CSS=37.5, Synergy_ZIP=2.49, Synergy_Bliss=5.49, Synergy_Loewe=-76.4, Synergy_HSA=4.88. Drug 2: C(CN)CNCCSP(=O)(O)O. Cell line: T-47D. Drug 1: CC1CCC2CC(C(=CC=CC=CC(CC(C(=O)C(C(C(=CC(C(=O)CC(OC(=O)C3CCCCN3C(=O)C(=O)C1(O2)O)C(C)CC4CCC(C(C4)OC)O)C)C)O)OC)C)C)C)OC. (7) Drug 1: COC1=CC(=CC(=C1O)OC)C2C3C(COC3=O)C(C4=CC5=C(C=C24)OCO5)OC6C(C(C7C(O6)COC(O7)C8=CC=CS8)O)O. Drug 2: COCCOC1=C(C=C2C(=C1)C(=NC=N2)NC3=CC=CC(=C3)C#C)OCCOC.Cl. Cell line: HS 578T. Synergy scores: CSS=36.9, Synergy_ZIP=9.54, Synergy_Bliss=8.68, Synergy_Loewe=-2.87, Synergy_HSA=8.31.